Predict the reactants needed to synthesize the given product. From a dataset of Full USPTO retrosynthesis dataset with 1.9M reactions from patents (1976-2016). (1) The reactants are: C([CH:3]([C:7](Cl)=[O:8])[C:4](Cl)=[O:5])C.[CH3:10][O:11][C:12]([C:14]1[S:15][CH:16]=[CH:17][C:18]=1[NH2:19])=[O:13].N1[CH:25]=[CH:24]C=CC=1.C([OH:28])C. Given the product [CH3:10][O:11][C:12]([C:14]1[S:15][CH:16]=[CH:17][C:18]=1[NH:19][C:7](=[O:8])[CH2:3][C:4]([O:5][CH2:24][CH3:25])=[O:28])=[O:13], predict the reactants needed to synthesize it. (2) The reactants are: [CH3:1][O:2][C:3]1[CH:4]=[C:5]2[C:10](=[CH:11][CH:12]=1)[N:9]=[CH:8][C:7]([NH:13]C(O)=O)=[CH:6]2.C1C=CC(P(N=[N+]=[N-])(C2C=CC=CC=2)=[O:24])=CC=1.C[C:35]([OH:38])(C)C.[C:39]1([CH3:45])[CH:44]=CC=C[CH:40]=1. Given the product [C:39]([O:24][C:35]([N:9]1[C:10]2[C:5](=[CH:4][C:3]([O:2][CH3:1])=[CH:12][CH:11]=2)[CH:6]=[C:7]([NH2:13])[CH2:8]1)=[O:38])([CH3:45])([CH3:44])[CH3:40], predict the reactants needed to synthesize it.